This data is from Catalyst prediction with 721,799 reactions and 888 catalyst types from USPTO. The task is: Predict which catalyst facilitates the given reaction. (1) Reactant: [N:1]([C:4]([CH3:10])([CH3:9])[CH2:5][C:6](Cl)=[O:7])=[N+:2]=[N-:3].[CH2:11]([NH:13][CH2:14][CH3:15])[CH3:12].O. Product: [N:1]([C:4]([CH3:10])([CH3:9])[CH2:5][C:6]([N:13]([CH2:14][CH3:15])[CH2:11][CH3:12])=[O:7])=[N+:2]=[N-:3]. The catalyst class is: 26. (2) Reactant: [Br:1][C:2]1[CH:7]=[CH:6][C:5]([NH:8][C:9](=[CH:14][C:15]([O-:17])=O)[C:10]([O:12][CH3:13])=[O:11])=[C:4]([O:18][CH3:19])[CH:3]=1. Product: [CH3:13][O:12][C:10]([C:9]1[CH:14]=[C:15]([OH:17])[C:6]2[C:5](=[C:4]([O:18][CH3:19])[CH:3]=[C:2]([Br:1])[CH:7]=2)[N:8]=1)=[O:11]. The catalyst class is: 400. (3) Reactant: [C:1]([O:5][C:6]([N:8]1[CH:13]2[CH2:14][CH2:15][CH:9]1[CH2:10][C:11]([C:19]1[CH:24]=[CH:23][CH:22]=[CH:21][CH:20]=1)([C:16](O)=[O:17])[CH2:12]2)=[O:7])([CH3:4])([CH3:3])[CH3:2].B.B.C1COCC1.B.CO. Product: [OH:17][CH2:16][C:11]1([C:19]2[CH:20]=[CH:21][CH:22]=[CH:23][CH:24]=2)[CH2:12][CH:13]2[N:8]([C:6]([O:5][C:1]([CH3:4])([CH3:2])[CH3:3])=[O:7])[CH:9]([CH2:15][CH2:14]2)[CH2:10]1. The catalyst class is: 7. (4) Reactant: CCN(S(F)(F)[F:7])CC.O[CH:11]1[N:16]2[N:17]=[C:18]([CH2:20][O:21][C:22]3[CH:27]=[CH:26][CH:25]=[CH:24][CH:23]=3)[CH:19]=[C:15]2[C:14](=[O:28])[NH:13][CH2:12]1. Product: [F:7][CH:11]1[N:16]2[N:17]=[C:18]([CH2:20][O:21][C:22]3[CH:27]=[CH:26][CH:25]=[CH:24][CH:23]=3)[CH:19]=[C:15]2[C:14](=[O:28])[NH:13][CH2:12]1. The catalyst class is: 2. (5) Reactant: [CH3:1][N:2]1[CH2:7][CH2:6][N:5]([S:8]([C:11]2[S:15][C:14]([NH:16]C(=O)C)=[N:13][CH:12]=2)(=[O:10])=[O:9])[CH2:4][CH2:3]1.[CH3:20]O. Product: [CH3:20][C:12]1[N:13]=[C:14]([NH2:16])[S:15][C:11]=1[S:8]([N:5]1[CH2:6][CH2:7][N:2]([CH3:1])[CH2:3][CH2:4]1)(=[O:10])=[O:9]. The catalyst class is: 33. (6) Reactant: [CH2:1]([O:3][C:4]1[CH:9]=[C:8]([C:10](OCC)=[O:11])[CH:7]=[C:6]([O:15][CH2:16][CH3:17])[C:5]=1[C:18]1[CH:23]=[CH:22][C:21]([F:24])=[CH:20][CH:19]=1)[CH3:2].[H-].[Al+3].[Li+].[H-].[H-].[H-].O.[OH-].[Na+]. Product: [CH2:1]([O:3][C:4]1[CH:9]=[C:8]([CH:10]=[O:11])[CH:7]=[C:6]([O:15][CH2:16][CH3:17])[C:5]=1[C:18]1[CH:19]=[CH:20][C:21]([F:24])=[CH:22][CH:23]=1)[CH3:2]. The catalyst class is: 1. (7) Reactant: [CH3:1][O:2][C:3]([C:5]1[C:14]([N+:15]([O-:17])=[O:16])=[C:13]2[C:8]([CH:9]=[CH:10][CH:11]=[N:12]2)=[CH:7][CH:6]=1)=[O:4].[CH3:18][O:19][S:20]([C:23]([F:26])([F:25])[F:24])(=[O:22])=[O:21]. Product: [F:24][C:23]([F:26])([F:25])[S:20]([O-:22])(=[O:21])=[O:19].[CH3:1][O:2][C:3]([C:5]1[C:14]([N+:15]([O-:17])=[O:16])=[C:13]2[C:8]([CH:9]=[CH:10][CH:11]=[N+:12]2[CH3:18])=[CH:7][CH:6]=1)=[O:4]. The catalyst class is: 11.